From a dataset of Forward reaction prediction with 1.9M reactions from USPTO patents (1976-2016). Predict the product of the given reaction. Given the reactants [O:1]=[C:2]([CH2:8][CH3:9])[CH2:3][C:4]([O:6][CH3:7])=[O:5].[C:10](=O)([O-])[O-].[K+].[K+].IC, predict the reaction product. The product is: [CH3:10][CH:3]([C:2](=[O:1])[CH2:8][CH3:9])[C:4]([O:6][CH3:7])=[O:5].